Dataset: Catalyst prediction with 721,799 reactions and 888 catalyst types from USPTO. Task: Predict which catalyst facilitates the given reaction. Reactant: [H-].[Na+].[O:3]1[CH2:8][CH2:7][N:6]([CH2:9][CH2:10][OH:11])[CH2:5][CH2:4]1.F[C:13]1[N:18]=[C:17]([NH2:19])[CH:16]=[CH:15][CH:14]=1. Product: [O:3]1[CH2:8][CH2:7][N:6]([CH2:9][CH2:10][O:11][C:13]2[N:18]=[C:17]([NH2:19])[CH:16]=[CH:15][CH:14]=2)[CH2:5][CH2:4]1. The catalyst class is: 12.